From a dataset of Catalyst prediction with 721,799 reactions and 888 catalyst types from USPTO. Predict which catalyst facilitates the given reaction. (1) Reactant: [CH:1]1([N:4]([CH:25]2[CH2:27][CH2:26]2)[C:5]([C:7]2[N:22]([CH2:23][CH3:24])[C:10]3=[N:11][C:12]([N:19]=[C:20]=[S:21])=[C:13]4[N:17]=[CH:16][N:15]([CH3:18])[C:14]4=[C:9]3[CH:8]=2)=[O:6])[CH2:3][CH2:2]1.C1COCC1.[NH2:33][C:34]1[N:38]([CH3:39])[N:37]=[C:36]([CH3:40])[CH:35]=1.[H-].[Na+]. Product: [CH:25]1([N:4]([CH:1]2[CH2:2][CH2:3]2)[C:5]([C:7]2[N:22]([CH2:23][CH3:24])[C:10]3=[N:11][C:12]([NH:19][C:20]([NH:33][C:34]4[N:38]([CH3:39])[N:37]=[C:36]([CH3:40])[CH:35]=4)=[S:21])=[C:13]4[N:17]=[CH:16][N:15]([CH3:18])[C:14]4=[C:9]3[CH:8]=2)=[O:6])[CH2:26][CH2:27]1. The catalyst class is: 13. (2) Reactant: [ClH:1].Cl.[NH2:3][C:4]1[CH:23]=[CH:22][C:7]2[CH:8]=[C:9]([C:11]([NH:13][C@@H:14]3[CH:19]4[CH2:20][CH2:21][N:16]([CH2:17][CH2:18]4)[CH2:15]3)=[O:12])[S:10][C:6]=2[CH:5]=1.C(N(CC)CC)C.[CH3:31][O:32][C:33]1[CH:38]=[CH:37][C:36]([N:39]=[C:40]=[O:41])=[CH:35][CH:34]=1. Product: [ClH:1].[N:16]12[CH2:21][CH2:20][CH:19]([CH2:18][CH2:17]1)[C@@H:14]([NH:13][C:11]([C:9]1[S:10][C:6]3[CH:5]=[C:4]([NH:3][C:40]([NH:39][C:36]4[CH:37]=[CH:38][C:33]([O:32][CH3:31])=[CH:34][CH:35]=4)=[O:41])[CH:23]=[CH:22][C:7]=3[CH:8]=1)=[O:12])[CH2:15]2. The catalyst class is: 1.